Dataset: Peptide-MHC class I binding affinity with 185,985 pairs from IEDB/IMGT. Task: Regression. Given a peptide amino acid sequence and an MHC pseudo amino acid sequence, predict their binding affinity value. This is MHC class I binding data. (1) The peptide sequence is WLKHIEKNY. The MHC is HLA-B35:01 with pseudo-sequence HLA-B35:01. The binding affinity (normalized) is 0.0847. (2) The peptide sequence is ETKKTMLAL. The MHC is HLA-B39:01 with pseudo-sequence HLA-B39:01. The binding affinity (normalized) is 0.0847. (3) The peptide sequence is FEDQFLPFMS. The MHC is HLA-B44:03 with pseudo-sequence HLA-B44:03. The binding affinity (normalized) is 0.0560. (4) The MHC is HLA-B18:01 with pseudo-sequence HLA-B18:01. The binding affinity (normalized) is 0.0847. The peptide sequence is PAHKSQLVW. (5) The peptide sequence is QSPQPVRVK. The MHC is HLA-A68:02 with pseudo-sequence HLA-A68:02. The binding affinity (normalized) is 0. (6) The peptide sequence is MMMGMFNMLS. The MHC is HLA-A68:02 with pseudo-sequence HLA-A68:02. The binding affinity (normalized) is 0.466. (7) The peptide sequence is KEAVNHFHL. The MHC is HLA-A02:19 with pseudo-sequence HLA-A02:19. The binding affinity (normalized) is 0.0847. (8) The peptide sequence is LRMAKQNSR. The MHC is Mamu-B03 with pseudo-sequence Mamu-B03. The binding affinity (normalized) is 0.159.